Task: Predict the reaction yield, written as a fraction of the theoretical maximum amount of product (1.0 means a 100% yield; for example, 0.34 means a 34% yield).. Dataset: Reaction yield outcomes from USPTO patents with 853,638 reactions The reactants are [CH2:1]([O:8][CH2:9][CH2:10][CH2:11][O:12][C:13]1[CH:18]=[CH:17][CH:16]=[C:15]([CH:19]=[O:20])[C:14]=1OS(C(F)(F)F)(=O)=O)[C:2]1[CH:7]=[CH:6][CH:5]=[CH:4][CH:3]=1.[B:29]1([B:29]2[O:33][C:32]([CH3:35])([CH3:34])[C:31]([CH3:37])([CH3:36])[O:30]2)[O:33][C:32]([CH3:35])([CH3:34])[C:31]([CH3:37])([CH3:36])[O:30]1.CC([O-])=O.[K+].C(Cl)Cl. The catalyst is O1CCOCC1. The product is [CH2:1]([O:8][CH2:9][CH2:10][CH2:11][O:12][C:13]1[C:14]([B:29]2[O:33][C:32]([CH3:35])([CH3:34])[C:31]([CH3:37])([CH3:36])[O:30]2)=[C:15]([CH:16]=[CH:17][CH:18]=1)[CH:19]=[O:20])[C:2]1[CH:7]=[CH:6][CH:5]=[CH:4][CH:3]=1. The yield is 0.610.